From a dataset of Reaction yield outcomes from USPTO patents with 853,638 reactions. Predict the reaction yield, written as a fraction of the theoretical maximum amount of product (1.0 means a 100% yield; for example, 0.34 means a 34% yield). (1) The reactants are C[C:2]1C=CC=[CH:4][C:3]=1[CH2:8][CH2:9]C(O)=O.[CH3:13][C:14]1[CH:19]=[CH:18][CH:17]=[CH:16][C:15]=1[CH2:20][CH2:21][C:22]([C:24]1[C:30]([OH:31])=[CH:29][C:28]([OH:32])=[CH:27][C:25]=1[OH:26])=[O:23]. No catalyst specified. The product is [OH:26][C:25]1[C:27]([CH2:16][CH2:15][CH:14]([CH3:19])[CH3:13])=[C:28]([OH:32])[C:29]([CH2:9][CH2:8][CH:3]([CH3:2])[CH3:4])([CH2:21][CH2:22][CH:24]([CH3:30])[CH3:25])[C:30](=[O:31])[C:24]=1[C:22](=[O:23])[CH2:21][CH2:20][C:15]1[CH:16]=[CH:17][CH:18]=[CH:19][C:14]=1[CH3:13]. The yield is 0.0800. (2) The reactants are C(OC1C=CC2C3[C@H]([C@H]4[C@@](CC=3CC=C)(C)[C@@H](OCC3C=CC=CC=3)CC4)CCC=2C=1)C1C=CC=CC=1.CN1[C@@H](C)[C@@H](C2C=CC=CC=2)N(C(=O)[C@@H](CCC(F)(F)C(F)(F)C(F)(F)C(F)(F)F)CCCCCCC=C)C1=O.[CH2:78]([O:85][C:86]1[CH:103]=[CH:102][C:101]2[C:100]3[C@H:91]([C@H:92]4[C@@:96]([CH2:98][C:99]=3[CH2:104]/[CH:105]=[CH:106]/[CH2:107][CH2:108][CH2:109][CH2:110][CH2:111][CH2:112][C@H:113]([CH2:130][CH2:131][C:132]([F:144])([F:143])[C:133]([F:142])([F:141])[C:134]([F:140])([F:139])[C:135]([F:138])([F:137])[F:136])[C:114]([N:116]3[C@H:120]([C:121]5[CH:126]=[CH:125][CH:124]=[CH:123][CH:122]=5)[C@H:119]([CH3:127])[N:118]([CH3:128])[C:117]3=[O:129])=[O:115])([CH3:97])[C@@H:95]([O:145][CH2:146][C:147]3[CH:152]=[CH:151][CH:150]=[CH:149][CH:148]=3)[CH2:94][CH2:93]4)[CH2:90][CH2:89][C:88]=2[CH:87]=1)[C:79]1[CH:84]=[CH:83][CH:82]=[CH:81][CH:80]=1. The catalyst is ClCCl.C(P(C1CCCCC1)(C1CCCCC1)C1CCCCC1)(P(C1CCCCC1)(C1CCCCC1)C1CCCCC1)C1C=CC=CC=1.Cl[Ru]Cl. The product is [CH2:78]([O:85][C:86]1[CH:103]=[CH:102][C:101]2[C:100]3[C@H:91]([C@H:92]4[C@@:96]([CH2:98][C:99]=3[CH2:104]/[CH:105]=[CH:106]\[CH2:107][CH2:108][CH2:109][CH2:110][CH2:111][CH2:112][C@H:113]([CH2:130][CH2:131][C:132]([F:143])([F:144])[C:133]([F:141])([F:142])[C:134]([F:140])([F:139])[C:135]([F:138])([F:136])[F:137])[C:114]([N:116]3[C@H:120]([C:121]5[CH:122]=[CH:123][CH:124]=[CH:125][CH:126]=5)[C@H:119]([CH3:127])[N:118]([CH3:128])[C:117]3=[O:129])=[O:115])([CH3:97])[C@@H:95]([O:145][CH2:146][C:147]3[CH:152]=[CH:151][CH:150]=[CH:149][CH:148]=3)[CH2:94][CH2:93]4)[CH2:90][CH2:89][C:88]=2[CH:87]=1)[C:79]1[CH:84]=[CH:83][CH:82]=[CH:81][CH:80]=1. The yield is 0.630.